This data is from NCI-60 drug combinations with 297,098 pairs across 59 cell lines. The task is: Regression. Given two drug SMILES strings and cell line genomic features, predict the synergy score measuring deviation from expected non-interaction effect. Drug 1: C1CCC(CC1)NC(=O)N(CCCl)N=O. Drug 2: CC1=C(C(CCC1)(C)C)C=CC(=CC=CC(=CC(=O)O)C)C. Cell line: HT29. Synergy scores: CSS=13.0, Synergy_ZIP=-1.18, Synergy_Bliss=1.35, Synergy_Loewe=2.12, Synergy_HSA=2.13.